From a dataset of Catalyst prediction with 721,799 reactions and 888 catalyst types from USPTO. Predict which catalyst facilitates the given reaction. Reactant: S(=O)(=O)=O.[CH3:5][S:6]([CH3:8])=O.[F:9][C:10]([F:19])([F:18])[C:11]1[CH:17]=[CH:16][C:14]([NH2:15])=[CH:13][CH:12]=1. Product: [CH3:5][S:6]([CH3:8])=[N:15][C:14]1[CH:16]=[CH:17][C:11]([C:10]([F:9])([F:18])[F:19])=[CH:12][CH:13]=1. The catalyst class is: 4.